Dataset: Peptide-MHC class II binding affinity with 134,281 pairs from IEDB. Task: Regression. Given a peptide amino acid sequence and an MHC pseudo amino acid sequence, predict their binding affinity value. This is MHC class II binding data. (1) The peptide sequence is ENVLISPVSILSTLS. The MHC is DRB1_0404 with pseudo-sequence DRB1_0404. The binding affinity (normalized) is 0.375. (2) The peptide sequence is QGPFNFRFLTEKGMK. The MHC is DRB5_0101 with pseudo-sequence DRB5_0101. The binding affinity (normalized) is 0.538. (3) The peptide sequence is RRGVRSLSNKIKQKTHHHHHH. The MHC is DRB3_0202 with pseudo-sequence DRB3_0202. The binding affinity (normalized) is 0.335. (4) The peptide sequence is EKKYFAATSFEPLAA. The MHC is HLA-DPA10103-DPB10601 with pseudo-sequence HLA-DPA10103-DPB10601. The binding affinity (normalized) is 0.975. (5) The peptide sequence is NYPIVQNLQGQMVHQAISPR. The MHC is DRB1_0401 with pseudo-sequence DRB1_0401. The binding affinity (normalized) is 0.591. (6) The peptide sequence is DQRGSGQVVTYALNT. The MHC is DRB1_1301 with pseudo-sequence DRB1_1301. The binding affinity (normalized) is 0.312. (7) The peptide sequence is IRPRKTHESHLVRSW. The MHC is DRB1_0301 with pseudo-sequence DRB1_0301. The binding affinity (normalized) is 0.778. (8) The peptide sequence is KEAFHGLDVKFHTQA. The MHC is DRB1_0801 with pseudo-sequence DRB1_0801. The binding affinity (normalized) is 0.541. (9) The peptide sequence is QDHQEEICEVVLAKS. The binding affinity (normalized) is 0.178. The MHC is DRB1_0901 with pseudo-sequence DRB1_0901.